From a dataset of NCI-60 drug combinations with 297,098 pairs across 59 cell lines. Regression. Given two drug SMILES strings and cell line genomic features, predict the synergy score measuring deviation from expected non-interaction effect. Drug 1: C1=NC(=NC(=O)N1C2C(C(C(O2)CO)O)O)N. Drug 2: CC(C)(C#N)C1=CC(=CC(=C1)CN2C=NC=N2)C(C)(C)C#N. Cell line: HS 578T. Synergy scores: CSS=8.04, Synergy_ZIP=-4.00, Synergy_Bliss=-3.41, Synergy_Loewe=-0.479, Synergy_HSA=-0.338.